From a dataset of Reaction yield outcomes from USPTO patents with 853,638 reactions. Predict the reaction yield, written as a fraction of the theoretical maximum amount of product (1.0 means a 100% yield; for example, 0.34 means a 34% yield). The reactants are [CH3:1][O:2][C:3]1[CH:8]=[C:7]([C:9]#[N:10])[N:6]=[C:5]([C:11]2[CH:16]=[CH:15][CH:14]=[CH:13][N:12]=2)[CH:4]=1. The catalyst is O1CCCC1.[Ni]. The product is [CH3:1][O:2][C:3]1[CH:8]=[C:7]([CH2:9][NH2:10])[N:6]=[C:5]([C:11]2[CH:16]=[CH:15][CH:14]=[CH:13][N:12]=2)[CH:4]=1. The yield is 0.910.